Dataset: NCI-60 drug combinations with 297,098 pairs across 59 cell lines. Task: Regression. Given two drug SMILES strings and cell line genomic features, predict the synergy score measuring deviation from expected non-interaction effect. Drug 1: CCCCCOC(=O)NC1=NC(=O)N(C=C1F)C2C(C(C(O2)C)O)O. Drug 2: CNC(=O)C1=NC=CC(=C1)OC2=CC=C(C=C2)NC(=O)NC3=CC(=C(C=C3)Cl)C(F)(F)F. Cell line: SF-539. Synergy scores: CSS=0.332, Synergy_ZIP=-0.686, Synergy_Bliss=-0.923, Synergy_Loewe=-6.53, Synergy_HSA=-3.74.